Dataset: Catalyst prediction with 721,799 reactions and 888 catalyst types from USPTO. Task: Predict which catalyst facilitates the given reaction. (1) Reactant: [H-].[H-].[H-].[H-].[Li+].[Al+3].CC(O)C.C(=O)=O.[O:14]1[C:18]2([CH2:23][CH2:22][CH:21]([C:24](OCC)=[O:25])[CH2:20][CH2:19]2)[O:17][CH2:16][CH2:15]1. Product: [O:14]1[C:18]2([CH2:23][CH2:22][CH:21]([CH2:24][OH:25])[CH2:20][CH2:19]2)[O:17][CH2:16][CH2:15]1. The catalyst class is: 27. (2) Reactant: [CH:1]([C:3]1[NH:7][C:6]([CH3:8])=[C:5]([C:9]([OH:11])=O)[C:4]=1[CH3:12])=[O:2].C1(N=C=NC2CCCCC2)CCCCC1.ON1C2C=CC=CC=2N=N1.[CH2:38]([N:40]([CH2:44][CH3:45])[CH2:41][CH2:42][NH2:43])[CH3:39]. Product: [CH2:38]([N:40]([CH2:44][CH3:45])[CH2:41][CH2:42][NH:43][C:9]([C:5]1[C:4]([CH3:12])=[C:3]([CH:1]=[O:2])[NH:7][C:6]=1[CH3:8])=[O:11])[CH3:39]. The catalyst class is: 7. (3) Reactant: [OH:1]OS([O-])=O.[K+].[Cl:7][C:8]1[C:9]([CH:16]2[CH2:21][C:20]([S:23]([C:26]3[CH:31]=[CH:30][CH:29]=[C:28]([Cl:32])[CH:27]=3)(=[O:25])=[O:24])([CH3:22])[CH2:19][CH2:18][O:17]2)=[N:10][CH:11]=[C:12]([S:14][CH3:15])[CH:13]=1.[OH2:33]. Product: [Cl:7][C:8]1[C:9]([CH:16]2[CH2:21][C:20]([S:23]([C:26]3[CH:31]=[CH:30][CH:29]=[C:28]([Cl:32])[CH:27]=3)(=[O:25])=[O:24])([CH3:22])[CH2:19][CH2:18][O:17]2)=[N:10][CH:11]=[C:12]([S:14]([CH3:15])(=[O:1])=[O:33])[CH:13]=1. The catalyst class is: 14. (4) Reactant: Cl[C:2]1[N:12]=[C:11]([Cl:13])[CH:10]=[CH:9][C:3]=1[C:4]([O:6][CH2:7][CH3:8])=[O:5].[O-:14][CH2:15][CH3:16].[Na+]. Product: [Cl:13][C:11]1[CH:10]=[CH:9][C:3]([C:4]([O:6][CH2:7][CH3:8])=[O:5])=[C:2]([O:14][CH2:15][CH3:16])[N:12]=1. The catalyst class is: 46.